This data is from Full USPTO retrosynthesis dataset with 1.9M reactions from patents (1976-2016). The task is: Predict the reactants needed to synthesize the given product. (1) Given the product [N:26]([C:17]1[C:18](=[O:23])[NH:19][C:20](=[O:22])[NH:21][C:16]=1[NH:15][CH:12]1[C:13]2[C:9](=[CH:8][CH:7]=[C:6]([O:5][C:3](=[O:4])[N:2]([CH3:1])[CH2:24][CH3:25])[CH:14]=2)[CH2:10][CH2:11]1)=[O:27], predict the reactants needed to synthesize it. The reactants are: [CH3:1][N:2]([CH2:24][CH3:25])[C:3]([O:5][C:6]1[CH:14]=[C:13]2[C:9]([CH2:10][CH2:11][CH:12]2[NH:15][C:16]2[NH:21][C:20](=[O:22])[NH:19][C:18](=[O:23])[CH:17]=2)=[CH:8][CH:7]=1)=[O:4].[N:26](OCCC(C)C)=[O:27]. (2) Given the product [F:39][C:38]([F:41])([F:40])[C:36]([OH:42])=[O:37].[CH2:1]([NH:8][CH2:16][CH2:17][N:18]1[C:27]2[C:22]([C:23](=[O:29])[NH:24][C:25](=[O:28])[N:26]=2)=[N:21][C:20]2[CH:30]=[C:31]([CH3:35])[C:32]([CH3:34])=[CH:33][C:19]1=2)[C:2]1[CH:3]=[CH:4][CH:5]=[CH:6][CH:7]=1, predict the reactants needed to synthesize it. The reactants are: [CH2:1]([N:8]([CH2:16][CH2:17][N:18]1[C:27]2[C:22]([C:23](=[O:29])[NH:24][C:25](=[O:28])[N:26]=2)=[N:21][C:20]2[CH:30]=[C:31]([CH3:35])[C:32]([CH3:34])=[CH:33][C:19]1=2)C(=O)OC(C)(C)C)[C:2]1[CH:7]=[CH:6][CH:5]=[CH:4][CH:3]=1.[C:36]([OH:42])([C:38]([F:41])([F:40])[F:39])=[O:37]. (3) Given the product [C:1]([O:5][C:6]([N:8]1[CH2:13][CH2:12][C@H:11]([CH2:14][O:15][C:16](=[O:18])[CH3:17])[C@H:10]([O:19][CH2:30][O:31][CH3:32])[CH2:9]1)=[O:7])([CH3:4])([CH3:2])[CH3:3], predict the reactants needed to synthesize it. The reactants are: [C:1]([O:5][C:6]([N:8]1[CH2:13][CH2:12][C@H:11]([CH2:14][O:15][C:16](=[O:18])[CH3:17])[C@H:10]([OH:19])[CH2:9]1)=[O:7])([CH3:4])([CH3:3])[CH3:2].C(N(CC)C(C)C)(C)C.Cl[CH2:30][O:31][CH3:32]. (4) Given the product [C:34]([NH:38][CH2:14][C:13]1[CH:16]=[C:17]([C:18]2[N:26]=[C:25]([CH3:27])[N:24]=[C:23]3[C:19]=2[N:20]=[CH:21][NH:22]3)[C:10]([NH:9][C:6]2[CH:7]=[N:8][C:3]([O:2][CH3:1])=[CH:4][CH:5]=2)=[N:11][CH:12]=1)([CH3:37])([CH3:36])[CH3:35], predict the reactants needed to synthesize it. The reactants are: [CH3:1][O:2][C:3]1[N:8]=[CH:7][C:6]([NH:9][C:10]2[C:17]([C:18]3[N:26]=[C:25]([CH3:27])[N:24]=[C:23]4[C:19]=3[N:20]=[CH:21][N:22]4C3CCCCO3)=[CH:16][C:13]([CH:14]=O)=[CH:12][N:11]=2)=[CH:5][CH:4]=1.[C:34]([NH2:38])([CH3:37])([CH3:36])[CH3:35].[BH4-].[Na+].Cl.C(O)(C(F)(F)F)=O.